From a dataset of Experimentally validated miRNA-target interactions with 360,000+ pairs, plus equal number of negative samples. Binary Classification. Given a miRNA mature sequence and a target amino acid sequence, predict their likelihood of interaction. (1) The miRNA is hsa-miR-378d with sequence ACUGGACUUGGAGUCAGAAA. The protein sequence of the target gene is MPAVSKGDGMRGLAVFISDIRNCKSKEAEIKRINKELANIRSKFKGDKALDGYSKKKYVCKLLFIFLLGHDIDFGHMEAVNLLSSNRYTEKQIGYLFISVLVNSNSELIRLINNAIKNDLASRNPTFMGLALHCIANVGSREMAEAFAGEIPKILVAGDTMDSVKQSAALCLLRLYRTSPDLVPMGDWTSRVVHLLNDQHLGVVTAATSLITTLAQKNPEEFKTSVSLAVSRLSRIVTSASTDLQDYTYYFVPAPWLSVKLLRLLQCYPPPDPAVRGRLTECLETILNKAQEPPKSKKVQ.... Result: 0 (no interaction). (2) The miRNA is hsa-miR-423-3p with sequence AGCUCGGUCUGAGGCCCCUCAGU. The protein sequence of the target gene is MACGATLKRTLDFDPLLSPASPKRRRCAPLSAPTSAAASPLSAAAATAASFSAAAASPQKYLRMEPSPFGDVSSRLTTEQILYNIKQEYKRMQKRRHLETSFQQTDPCCTSDAQPHAFLLSGPASPGTSSAASSPLKKEQPLFTLRQVGMICERLLKEREEKVREEYEEILNTKLAEQYDAFVKFTHDQIMRRYGEQPASYVS. Result: 1 (interaction).